From a dataset of Catalyst prediction with 721,799 reactions and 888 catalyst types from USPTO. Predict which catalyst facilitates the given reaction. (1) Reactant: [Br:1][C:2]1[CH:3]=[C:4]2[C:9](=[CH:10][CH:11]=1)[C:8]([OH:12])=[CH:7][CH:6]=[CH:5]2.Br[CH2:14][CH2:15][CH2:16][CH2:17][CH2:18][CH2:19][CH3:20].C([O-])([O-])=O.[K+].[K+]. Product: [Br:1][C:2]1[CH:3]=[C:4]2[C:9](=[CH:10][CH:11]=1)[C:8]([O:12][CH2:14][CH2:15][CH2:16][CH2:17][CH2:18][CH2:19][CH3:20])=[CH:7][CH:6]=[CH:5]2. The catalyst class is: 163. (2) Reactant: [O:1]1[C:3]2([CH2:8][CH2:7][N:6]([C:9]3[CH:14]=[CH:13][C:12]([N:15]4[CH2:19][C@H:18]([CH2:20][NH:21][C:22](=[O:24])[CH3:23])[O:17][C:16]4=[O:25])=[CH:11][CH:10]=3)[CH2:5][CH2:4]2)[CH2:2]1.[O-:26][CH2:27]C.[Na+]. Product: [CH3:27][O:26][CH2:2][C:3]1([OH:1])[CH2:4][CH2:5][N:6]([C:9]2[CH:10]=[CH:11][C:12]([N:15]3[CH2:19][C@H:18]([CH2:20][NH:21][C:22](=[O:24])[CH3:23])[O:17][C:16]3=[O:25])=[CH:13][CH:14]=2)[CH2:7][CH2:8]1. The catalyst class is: 8.